The task is: Predict the product of the given reaction.. This data is from Forward reaction prediction with 1.9M reactions from USPTO patents (1976-2016). (1) Given the reactants [F:1][C:2]1[CH:3]=[C:4]([CH2:9][CH2:10][CH:11]2[C:20]3[C:15](=[CH:16][C:17]([O:23][CH3:24])=[C:18]([O:21][CH3:22])[CH:19]=3)[CH2:14][CH2:13][NH:12]2)[CH:5]=[CH:6][C:7]=1[F:8].Br[CH:26]([C:31]1[CH:36]=[CH:35][CH:34]=[CH:33][CH:32]=1)[C:27]([O:29][CH3:30])=[O:28], predict the reaction product. The product is: [CH3:30][O:29][C:27](=[O:28])[CH:26]([N:12]1[CH2:13][CH2:14][C:15]2[C:20](=[CH:19][C:18]([O:21][CH3:22])=[C:17]([O:23][CH3:24])[CH:16]=2)[CH:11]1[CH2:10][CH2:9][C:4]1[CH:5]=[CH:6][C:7]([F:8])=[C:2]([F:1])[CH:3]=1)[C:31]1[CH:32]=[CH:33][CH:34]=[CH:35][CH:36]=1. (2) The product is: [ClH:44].[NH:36]1[C:37]2[C:33](=[C:32]([O:31][CH2:30][C@@H:29]([OH:41])[CH2:28][NH:8][CH2:9][CH2:10][C:11]3[CH:12]=[CH:13][C:14]([S:17]([C:20]4[CH:21]=[CH:22][C:23]([O:26][CH3:27])=[CH:24][CH:25]=4)(=[O:19])=[O:18])=[CH:15][CH:16]=3)[CH:40]=[CH:39][CH:38]=2)[CH:34]=[CH:35]1. Given the reactants C([N:8]([CH2:28][C@H:29]([OH:41])[CH2:30][O:31][C:32]1[CH:40]=[CH:39][CH:38]=[C:37]2[C:33]=1[CH:34]=[CH:35][NH:36]2)[CH2:9][CH2:10][C:11]1[CH:16]=[CH:15][C:14]([S:17]([C:20]2[CH:25]=[CH:24][C:23]([O:26][CH3:27])=[CH:22][CH:21]=2)(=[O:19])=[O:18])=[CH:13][CH:12]=1)C1C=CC=CC=1.[H][H].[Cl:44]C1C=CC=CC=1, predict the reaction product. (3) The product is: [CH2:1]([CH:3]1[CH2:7][C:6]2([CH2:8][CH2:9][NH:10][CH2:11][CH2:12]2)[C:5](=[O:20])[N:4]1[C:33]1[CH2:34][O:35][C:36](=[O:38])[CH:37]=1)[CH3:2]. Given the reactants [CH2:1]([CH:3]1[CH2:7][C:6]2([CH2:12][CH2:11][N:10](C(OC(C)(C)C)=O)[CH2:9][CH2:8]2)[C:5](=[O:20])[NH:4]1)[CH3:2].CC1CC2(CCNCC2)C(=O)N1[C:33]1[CH2:34][O:35][C:36](=[O:38])[CH:37]=1, predict the reaction product. (4) Given the reactants C([N:3]1[C:10]2[N:6]([N:7]=[CH:8][C:9]=2[CH2:11][CH2:12][C:13]([O:15]CC)=O)[CH2:5][CH2:4]1)=O.[NH3:18], predict the reaction product. The product is: [NH:3]1[C:10]2[N:6]([N:7]=[CH:8][C:9]=2[CH2:11][CH2:12][C:13]([NH2:18])=[O:15])[CH2:5][CH2:4]1. (5) Given the reactants [CH:1]1([CH:4]([O:20][CH3:21])[CH:5]([N:7]2[C:11]3=[N:12][CH:13]=[CH:14][CH:15]=[C:10]3[C:9]([C:16]([OH:18])=O)=[C:8]2[CH3:19])[CH3:6])[CH2:3][CH2:2]1.CN(C(ON1N=NC2C=CC=NC1=2)=[N+](C)C)C.F[P-](F)(F)(F)(F)F.Cl.[NH2:47][CH2:48][C:49]1[C:50](=[O:58])[NH:51][C:52]([CH3:57])=[CH:53][C:54]=1[O:55][CH3:56], predict the reaction product. The product is: [CH:1]1([CH:4]([O:20][CH3:21])[CH:5]([N:7]2[C:11]3=[N:12][CH:13]=[CH:14][CH:15]=[C:10]3[C:9]([C:16]([NH:47][CH2:48][C:49]3[C:50](=[O:58])[NH:51][C:52]([CH3:57])=[CH:53][C:54]=3[O:55][CH3:56])=[O:18])=[C:8]2[CH3:19])[CH3:6])[CH2:3][CH2:2]1.